Dataset: Full USPTO retrosynthesis dataset with 1.9M reactions from patents (1976-2016). Task: Predict the reactants needed to synthesize the given product. Given the product [CH2:1]([C:4]1[CH:10]=[C:9]([O:11][C:12]([F:13])([F:14])[F:15])[CH:8]=[CH:7][C:5]=1[NH:6][C:23](=[O:26])[CH:24]=[CH2:25])[CH:2]=[CH2:3], predict the reactants needed to synthesize it. The reactants are: [CH2:1]([C:4]1[CH:10]=[C:9]([O:11][C:12]([F:15])([F:14])[F:13])[CH:8]=[CH:7][C:5]=1[NH2:6])[CH:2]=[CH2:3].CCN(CC)CC.[C:23](Cl)(=[O:26])[CH:24]=[CH2:25].